Dataset: Forward reaction prediction with 1.9M reactions from USPTO patents (1976-2016). Task: Predict the product of the given reaction. Given the reactants [CH2:1]([N:8]1[C:12]2[CH:13]=[C:14]([OH:17])[CH:15]=[CH:16][C:11]=2[N:10]=[C:9]1[C:18]1[CH:23]=[CH:22][CH:21]=[CH:20][CH:19]=1)[C:2]1[CH:7]=[CH:6][CH:5]=[CH:4][CH:3]=1.[CH:24]([O:27][C:28](=[O:35])[CH2:29][CH2:30][CH2:31][CH2:32][CH2:33]Br)([CH3:26])[CH3:25], predict the reaction product. The product is: [CH2:1]([N:8]1[C:12]2[CH:13]=[C:14]([O:17][CH2:33][CH2:32][CH2:31][CH2:30][CH2:29][C:28]([O:27][CH:24]([CH3:25])[CH3:26])=[O:35])[CH:15]=[CH:16][C:11]=2[N:10]=[C:9]1[C:18]1[CH:23]=[CH:22][CH:21]=[CH:20][CH:19]=1)[C:2]1[CH:3]=[CH:4][CH:5]=[CH:6][CH:7]=1.